This data is from Full USPTO retrosynthesis dataset with 1.9M reactions from patents (1976-2016). The task is: Predict the reactants needed to synthesize the given product. (1) Given the product [Cl:38][C:15]1[C:16]2[NH:20][C:19]3[N:21]=[CH:22][C:23]([CH3:25])=[CH:24][C:18]=3[C:17]=2[C:12]([C:8]2[CH:9]=[CH:10][CH:11]=[C:6]([S:3]([CH2:1][CH3:2])(=[O:5])=[O:4])[CH:7]=2)=[CH:13][N:14]=1, predict the reactants needed to synthesize it. The reactants are: [CH2:1]([S:3]([C:6]1[CH:7]=[C:8]([C:12]2[C:17]3[C:18]4[CH:24]=[C:23]([CH3:25])[CH:22]=[N:21][C:19]=4[NH:20][C:16]=3[C:15](=O)[NH:14][CH:13]=2)[CH:9]=[CH:10][CH:11]=1)(=[O:5])=[O:4])[CH3:2].CN(C)C1C=CC=CC=1.O=P(Cl)(Cl)[Cl:38]. (2) The reactants are: [C:1]([C:3]1[CH:19]=[CH:18][C:6]([C:7]([NH:9][C:10]2[CH:15]=[CH:14][N:13]=[C:12]([O:16]C)[CH:11]=2)=[O:8])=[C:5]([F:20])[CH:4]=1)#[N:2].[Si](I)(C)(C)C. Given the product [C:1]([C:3]1[CH:19]=[CH:18][C:6]([C:7]([NH:9][C:10]2[CH:15]=[CH:14][NH:13][C:12](=[O:16])[CH:11]=2)=[O:8])=[C:5]([F:20])[CH:4]=1)#[N:2], predict the reactants needed to synthesize it.